From a dataset of Forward reaction prediction with 1.9M reactions from USPTO patents (1976-2016). Predict the product of the given reaction. (1) Given the reactants Cl[CH2:2][CH2:3][NH:4][C:5]([NH:7][CH:8]1[CH2:13][CH2:12][O:11][C:10]([CH3:15])([CH3:14])[CH2:9]1)=[O:6].[H-].[Na+], predict the reaction product. The product is: [CH3:14][C:10]1([CH3:15])[CH2:9][CH:8]([N:7]2[CH2:2][CH2:3][NH:4][C:5]2=[O:6])[CH2:13][CH2:12][O:11]1. (2) Given the reactants [S:1]1[CH:5]=[CH:4][CH:3]=[C:2]1[C:6]1[S:7][CH:8]=[CH:9][CH:10]=1.C(=O)=O.CC(C)=O.[Li]CCCC.[B:23](OC)([O:26]C)[O:24]C, predict the reaction product. The product is: [S:1]1[C:5]([B:23]([OH:26])[OH:24])=[CH:4][CH:3]=[C:2]1[C:6]1[S:7][CH:8]=[CH:9][CH:10]=1. (3) The product is: [S:8]1[C:4]2=[CH:5][N:6]=[CH:7][CH:2]=[C:3]2[CH:10]=[C:9]1[C:11]([O:13][CH3:14])=[O:12]. Given the reactants Br[C:2]1[CH:7]=[N:6][CH:5]=[C:4]2[S:8][C:9]([C:11]([O:13][CH3:14])=[O:12])=[CH:10][C:3]=12.C(N(CC)CC)C.C1COCC1, predict the reaction product. (4) Given the reactants [Cl:1][C:2]1[CH:7]=[C:6]([C:8]([F:11])([F:10])[F:9])[CH:5]=[C:4]([Cl:12])[C:3]=1[NH:13][NH2:14].[OH:15][C:16]1[CH:23]=[C:22]([OH:24])[CH:21]=[CH:20][C:17]=1[CH:18]=O, predict the reaction product. The product is: [Cl:1][C:2]1[CH:7]=[C:6]([C:8]([F:9])([F:11])[F:10])[CH:5]=[C:4]([Cl:12])[C:3]=1[NH:13][N:14]=[CH:18][C:17]1[CH:20]=[CH:21][C:22]([OH:24])=[CH:23][C:16]=1[OH:15]. (5) Given the reactants [Cl:1][C:2]1[CH:7]=[CH:6][N:5]=[C:4]2[CH:8]=[C:9]([C:11]([OH:13])=O)[S:10][C:3]=12.S(Cl)(Cl)=O.[NH3:18].O1CCOCC1, predict the reaction product. The product is: [Cl:1][C:2]1[CH:7]=[CH:6][N:5]=[C:4]2[CH:8]=[C:9]([C:11]([NH2:18])=[O:13])[S:10][C:3]=12.